From a dataset of Full USPTO retrosynthesis dataset with 1.9M reactions from patents (1976-2016). Predict the reactants needed to synthesize the given product. Given the product [C:1]([O:5][C:6](=[O:13])[NH:7][CH2:8][CH2:9][CH2:10][CH2:11][NH:12][CH:14]([C:17]1[CH:22]=[CH:21][CH:20]=[CH:19][N:18]=1)[CH3:15])([CH3:4])([CH3:2])[CH3:3], predict the reactants needed to synthesize it. The reactants are: [C:1]([O:5][C:6](=[O:13])[NH:7][CH2:8][CH2:9][CH2:10][CH2:11][NH2:12])([CH3:4])([CH3:3])[CH3:2].[C:14]([C:17]1[CH:22]=[CH:21][CH:20]=[CH:19][N:18]=1)(=O)[CH3:15].